From a dataset of Catalyst prediction with 721,799 reactions and 888 catalyst types from USPTO. Predict which catalyst facilitates the given reaction. (1) Reactant: [F:1][C:2]1[CH:3]=[CH:4][CH:5]=[C:6]2[C:11]=1[N:10]=[C:9]([CH2:12][N:13]1C(=O)C3C(=CC=CC=3)C1=O)[C:8]([C:24]1[CH:29]=[CH:28][CH:27]=[CH:26][N:25]=1)=[CH:7]2.CCO.O.NN. Product: [F:1][C:2]1[CH:3]=[CH:4][CH:5]=[C:6]2[C:11]=1[N:10]=[C:9]([CH2:12][NH2:13])[C:8]([C:24]1[CH:29]=[CH:28][CH:27]=[CH:26][N:25]=1)=[CH:7]2. The catalyst class is: 25. (2) Reactant: [NH2:1][C:2]1[C:7]([N+:8]([O-])=O)=[CH:6][CH:5]=[C:4]([CH3:11])[N:3]=1.[H][H]. Product: [NH2:1][C:2]1[C:7]([NH2:8])=[CH:6][CH:5]=[C:4]([CH3:11])[N:3]=1. The catalyst class is: 352. (3) Reactant: C(Cl)CCl.C1C=C[C:8]2N(O)N=[N:11][C:9]=2[CH:10]=1.CCN(CC)CC.[C:22]([O:26][C:27]([NH:29][CH:30]([CH2:36][C:37]1[CH:42]=[CH:41][CH:40]=[CH:39][CH:38]=1)[CH:31]([OH:35])[C:32]([OH:34])=O)=[O:28])([CH3:25])([CH3:24])[CH3:23].C1(N)CC1. Product: [CH:9]1([NH:11][C:32](=[O:34])[CH:31]([OH:35])[CH:30]([NH:29][C:27](=[O:28])[O:26][C:22]([CH3:23])([CH3:24])[CH3:25])[CH2:36][C:37]2[CH:42]=[CH:41][CH:40]=[CH:39][CH:38]=2)[CH2:10][CH2:8]1. The catalyst class is: 2. (4) Reactant: O.NN.[NH2:4][C:5]1[N:10]2[N:11]=[C:12]([CH3:23])[C:13]([C:14]3[C:19]([CH3:20])=[CH:18][C:17]([CH3:21])=[CH:16][C:15]=3[CH3:22])=[C:9]2[N:8]=[C:7]([CH3:24])[C:6]=1C(OCC)=O.Cl.N([O-])=O.[Na+].[H-].[Na+].[CH3:37]I.[CH3:39][N:40](C)[CH:41]=[O:42]. Product: [C:15]1([CH3:22])[CH:16]=[C:17]([CH3:21])[CH:18]=[C:19]([CH3:20])[C:14]=1[C:13]1[C:12]([CH3:23])=[N:11][N:10]2[C:5]3[N:4]([CH3:37])[C:41](=[O:42])[N:40]([CH3:39])[C:6]=3[C:7]([CH3:24])=[N:8][C:9]=12. The catalyst class is: 40. (5) Reactant: [CH3:1][O:2][C:3]1[CH:11]=[C:10]2[C:6]([CH:7]=[CH:8][N:9]2[S:12]([C:15]2[CH:20]=[CH:19][CH:18]=[CH:17][CH:16]=2)(=[O:14])=[O:13])=[CH:5][C:4]=1[O:21][CH2:22][CH2:23][NH:24][C:25](=O)[CH3:26].P(Cl)(Cl)(Cl)=O. Product: [CH3:1][O:2][C:3]1[CH:11]=[C:10]2[C:6]([CH:7]=[CH:8][N:9]2[S:12]([C:15]2[CH:16]=[CH:17][CH:18]=[CH:19][CH:20]=2)(=[O:13])=[O:14])=[C:5]2[C:25]([CH3:26])=[N:24][CH2:23][CH2:22][O:21][C:4]=12. The catalyst class is: 10.